Dataset: Forward reaction prediction with 1.9M reactions from USPTO patents (1976-2016). Task: Predict the product of the given reaction. (1) The product is: [Br:2][C:3]1[S:4][CH:5]=[C:6]([C:8](=[O:10])[NH2:1])[N:7]=1. Given the reactants [NH3:1].[Br:2][C:3]1[S:4][CH:5]=[C:6]([C:8]([O:10]CC)=O)[N:7]=1, predict the reaction product. (2) The product is: [ClH:1].[OH:48][C@H:45]1[CH2:46][CH2:47][C@H:42]([C:34]2[CH:33]=[CH:32][C:31]([NH:30][C:2]3[C:7]([C:8]([F:11])([F:9])[F:10])=[CH:6][N:5]=[C:4]([NH:12][C:13]4[CH:27]=[CH:26][C:16]([CH2:17][P:18](=[O:25])([O:22][CH2:23][CH3:24])[O:19][CH2:20][CH3:21])=[CH:15][C:14]=4[O:28][CH3:29])[N:3]=3)=[C:39]3[C:35]=2[CH2:36][N:37]([CH3:41])[C:38]3=[O:40])[CH2:43][CH2:44]1. Given the reactants [Cl:1][C:2]1[C:7]([C:8]([F:11])([F:10])[F:9])=[CH:6][N:5]=[C:4]([NH:12][C:13]2[CH:27]=[CH:26][C:16]([CH2:17][P:18](=[O:25])([O:22][CH2:23][CH3:24])[O:19][CH2:20][CH3:21])=[CH:15][C:14]=2[O:28][CH3:29])[N:3]=1.[NH2:30][C:31]1[CH:32]=[CH:33][C:34]([C@H:42]2[CH2:47][CH2:46][C@H:45]([OH:48])[CH2:44][CH2:43]2)=[C:35]2[C:39]=1[C:38](=[O:40])[N:37]([CH3:41])[CH2:36]2, predict the reaction product. (3) The product is: [C:1]([NH:5][S:6]([C:9]1[CH:10]=[N:11][N:12]2[C:17]([NH:18][C:19]3[CH:24]=[C:23]([CH3:25])[C:22]([F:26])=[CH:21][C:20]=3[Cl:27])=[C:16]([C:28]([N:43]3[CH2:44][CH2:45][CH:40]([C:37]4[CH:36]=[CH:35][C:34]([F:33])=[CH:39][CH:38]=4)[CH2:41][CH2:42]3)=[O:29])[CH:15]=[N:14][C:13]=12)(=[O:8])=[O:7])([CH3:2])([CH3:3])[CH3:4]. Given the reactants [C:1]([NH:5][S:6]([C:9]1[CH:10]=[N:11][N:12]2[C:17]([NH:18][C:19]3[CH:24]=[C:23]([CH3:25])[C:22]([F:26])=[CH:21][C:20]=3[Cl:27])=[C:16]([C:28](OCC)=[O:29])[CH:15]=[N:14][C:13]=12)(=[O:8])=[O:7])([CH3:4])([CH3:3])[CH3:2].[F:33][C:34]1[CH:39]=[CH:38][C:37]([CH:40]2[CH2:45][CH2:44][NH:43][CH2:42][CH2:41]2)=[CH:36][CH:35]=1, predict the reaction product.